This data is from Reaction yield outcomes from USPTO patents with 853,638 reactions. The task is: Predict the reaction yield, written as a fraction of the theoretical maximum amount of product (1.0 means a 100% yield; for example, 0.34 means a 34% yield). (1) The reactants are [CH3:1][C:2]1[C:3]([C:12](=O)[CH2:13][CH3:14])=[C:4]([NH:8][C:9]([NH2:11])=[O:10])[S:5][C:6]=1[CH3:7].[OH-].[Na+].CC(O)=O. The catalyst is CCO. The product is [CH2:13]([C:12]1[C:3]2[C:2]([CH3:1])=[C:6]([CH3:7])[S:5][C:4]=2[NH:8][C:9](=[O:10])[N:11]=1)[CH3:14]. The yield is 0.190. (2) The reactants are [C:1]([C:5]1[CH:31]=[CH:30][C:8]([CH2:9][N:10]2[C:18]3[C:13](=[CH:14][C:15]([C:19]4[CH:24]=[CH:23][C:22]([O:25][C:26]([F:29])([F:28])[F:27])=[CH:21][CH:20]=4)=[CH:16][CH:17]=3)[CH:12]=[CH:11]2)=[CH:7][CH:6]=1)([CH3:4])([CH3:3])[CH3:2].[C:32](Cl)(=[O:36])[C:33](Cl)=[O:34].[CH2:38]([OH:40])[CH3:39]. No catalyst specified. The product is [CH2:38]([O:40][C:32](=[O:36])[C:33]([C:12]1[C:13]2[C:18](=[CH:17][CH:16]=[C:15]([C:19]3[CH:24]=[CH:23][C:22]([O:25][C:26]([F:28])([F:29])[F:27])=[CH:21][CH:20]=3)[CH:14]=2)[N:10]([CH2:9][C:8]2[CH:30]=[CH:31][C:5]([C:1]([CH3:4])([CH3:2])[CH3:3])=[CH:6][CH:7]=2)[CH:11]=1)=[O:34])[CH3:39]. The yield is 0.590. (3) The reactants are [OH:1][C:2]1[CH:7]=[CH:6][C:5]([C:8]2[CH:13]=[CH:12][C:11]([C:14]#[N:15])=[CH:10][CH:9]=2)=[CH:4][CH:3]=1.[Br:16][CH2:17][CH2:18][CH2:19][CH2:20][CH2:21][CH2:22]Br. The catalyst is CC(C)=O. The product is [Br:16][CH2:17][CH2:18][CH2:19][CH2:20][CH2:21][CH2:22][O:1][C:2]1[CH:3]=[CH:4][C:5]([C:8]2[CH:13]=[CH:12][C:11]([C:14]#[N:15])=[CH:10][CH:9]=2)=[CH:6][CH:7]=1. The yield is 0.580.